From a dataset of Forward reaction prediction with 1.9M reactions from USPTO patents (1976-2016). Predict the product of the given reaction. (1) Given the reactants [CH:1]1[C:14]2[CH:13]([C:15]([OH:17])=O)[C:12]3[C:7](=[CH:8][CH:9]=[CH:10][CH:11]=3)[O:6][C:5]=2[CH:4]=[CH:3][CH:2]=1.CN1CCOCC1.[CH3:25][O:26][C:27]1[CH:28]=[C:29]([N:35]2[CH2:40][CH2:39][NH:38][CH2:37][CH2:36]2)[CH:30]=[C:31]([O:33][CH3:34])[CH:32]=1.F[P-](F)(F)(F)(F)F.N1(O[P+](N(C)C)(N(C)C)N(C)C)C2C=CC=CC=2N=N1, predict the reaction product. The product is: [CH3:25][O:26][C:27]1[CH:28]=[C:29]([N:35]2[CH2:36][CH2:37][N:38]([C:15]([CH:13]3[C:14]4[CH:1]=[CH:2][CH:3]=[CH:4][C:5]=4[O:6][C:7]4[C:12]3=[CH:11][CH:10]=[CH:9][CH:8]=4)=[O:17])[CH2:39][CH2:40]2)[CH:30]=[C:31]([O:33][CH3:34])[CH:32]=1. (2) Given the reactants [Cl:1][C:2]1[CH:23]=[C:22]([Cl:24])[CH:21]=[CH:20][C:3]=1[CH2:4][N:5]1[C:13]2[C:8](=[CH:9][CH:10]=[CH:11][CH:12]=2)[C:7]([CH:14]=[N:15][NH:16][C:17](=[S:19])[NH2:18])=[CH:6]1.Br[CH2:26][C:27]([C:29]1[CH:34]=[CH:33][C:32]([Cl:35])=[CH:31][C:30]=1[Cl:36])=O, predict the reaction product. The product is: [Cl:1][C:2]1[CH:23]=[C:22]([Cl:24])[CH:21]=[CH:20][C:3]=1[CH2:4][N:5]1[C:13]2[C:8](=[CH:9][CH:10]=[CH:11][CH:12]=2)[C:7]([CH:14]=[N:15][NH:16][C:17]2[S:19][CH:26]=[C:27]([C:29]3[CH:34]=[CH:33][C:32]([Cl:35])=[CH:31][C:30]=3[Cl:36])[N:18]=2)=[CH:6]1. (3) Given the reactants [NH2:1][CH2:2][CH:3]1[O:7][CH:6]([O:8][CH:9]([CH:49]2[CH:53]([OH:54])[CH:52]([OH:55])[CH:51]([N:56]3[CH:61]=[CH:60][C:59](=[O:62])[NH:58][C:57]3=[O:63])[O:50]2)[CH:10]([C:46](O)=[O:47])[NH:11][CH2:12][CH2:13][CH2:14][NH:15][C:16](=[O:45])[CH:17]([CH:40]([OH:44])C(C)C)[NH:18][C:19](=[O:39])[CH:20]([CH:32]2[CH2:37][CH2:36][NH:35][C:34](=[NH:38])[NH:33]2)[NH:21][C:22](=[O:31])[NH:23][CH:24](C(C)C)[C:25]([OH:27])=[O:26])[CH:5]([O:64][CH3:65])[CH:4]1[OH:66].[CH2:67]([N:73]=[C:74]=[O:75])[CH2:68][CH2:69][CH2:70][CH2:71][CH3:72], predict the reaction product. The product is: [NH2:1][CH2:2][C@H:3]1[O:7][CH:6]([O:8][C@@H:9]([C@@H:49]2[C@@H:53]([OH:54])[C@@H:52]([OH:55])[C@H:51]([N:56]3[CH:61]=[CH:60][C:59](=[O:62])[NH:58][C:57]3=[O:63])[O:50]2)[CH:10]2[N:11]([CH2:12][CH2:13][CH2:14][NH:15][C:16](=[O:45])[CH:17]([CH:40]([OH:44])[CH:9]([CH3:49])[CH3:10])[NH:18][C:19](=[O:39])[CH:20]([CH:32]3[CH2:37][CH2:36][NH:35][C:34](=[NH:38])[NH:33]3)[NH:21][C:22](=[O:31])[NH:23][CH:24]([CH:3]([CH3:4])[CH3:2])[C:25]([OH:27])=[O:26])[C:74](=[O:75])[N:73]([CH2:67][CH2:68][CH2:69][CH2:70][CH2:71][CH3:72])[C:46]2=[O:47])[C@H:5]([O:64][CH3:65])[C@H:4]1[OH:66]. (4) Given the reactants C([O:8][C:9]1[C:13]([CH2:14][NH:15][C:16](=[O:22])[O:17][C:18]([CH3:21])([CH3:20])[CH3:19])=[C:12]([O:23][CH3:24])[N:11]([CH3:25])[N:10]=1)C1C=CC=CC=1, predict the reaction product. The product is: [CH3:24][O:23][C:12]1[N:11]([CH3:25])[NH:10][C:9](=[O:8])[C:13]=1[CH2:14][NH:15][C:16](=[O:22])[O:17][C:18]([CH3:20])([CH3:19])[CH3:21]. (5) Given the reactants [F:1][C:2]1([F:21])[CH2:7][CH2:6][N:5]([C:8]2[CH:16]=[CH:15][C:14]([S:17]([CH3:20])(=[O:19])=[O:18])=[CH:13][C:9]=2[C:10](O)=[O:11])[CH2:4][CH2:3]1.Cl.[Cl:23][C:24]1[CH:25]=[C:26]([N:33]2[CH2:38][CH2:37][NH:36][CH2:35][CH2:34]2)[CH:27]=[C:28]([Cl:32])[C:29]=1[O:30][CH3:31].CCN(C(C)C)C(C)C.CN(C(ON1N=NC2C=CC=NC1=2)=[N+](C)C)C.F[P-](F)(F)(F)(F)F, predict the reaction product. The product is: [Cl:23][C:24]1[CH:25]=[C:26]([N:33]2[CH2:38][CH2:37][N:36]([C:10]([C:9]3[CH:13]=[C:14]([S:17]([CH3:20])(=[O:18])=[O:19])[CH:15]=[CH:16][C:8]=3[N:5]3[CH2:6][CH2:7][C:2]([F:21])([F:1])[CH2:3][CH2:4]3)=[O:11])[CH2:35][CH2:34]2)[CH:27]=[C:28]([Cl:32])[C:29]=1[O:30][CH3:31]. (6) The product is: [Br:1][C:2]1[CH:3]=[C:4]2[C:14](=[CH:15][CH:16]=1)[C@@:7]1([O:11][C:10](=[O:12])[N:9]([CH2:18][C:19]([N:21]([C@@H:30]([CH:32]3[CH2:33][CH2:34]3)[CH3:31])[CH2:22][C:23]3[CH:28]=[CH:27][C:26]([F:29])=[CH:25][CH:24]=3)=[O:20])[C:8]1=[O:13])[CH2:6][CH2:5]2. Given the reactants [Br:1][C:2]1[CH:3]=[C:4]2[C:14](=[CH:15][CH:16]=1)[C@:7]1([O:11][C:10](=[O:12])[NH:9][C:8]1=[O:13])[CH2:6][CH2:5]2.Br[CH2:18][C:19]([N:21]([C@@H:30]([CH:32]1[CH2:34][CH2:33]1)[CH3:31])[CH2:22][C:23]1[CH:28]=[CH:27][C:26]([F:29])=[CH:25][CH:24]=1)=[O:20].BrCC(N(CC1C=CC(F)=CC=1)[C@@H](C)C(F)(F)F)=O, predict the reaction product. (7) Given the reactants C([O:3][C:4](=[O:15])[C:5]1[CH:10]=[CH:9][C:8]([C:11](=[NH:14])[NH:12][OH:13])=[CH:7][CH:6]=1)C.[CH2:16]([N:18]([CH2:29][CH3:30])[C:19]1[CH:20]=[C:21]([CH:25]=[C:26]([CH3:28])[N:27]=1)[C:22](O)=O)[CH3:17].[OH-].[Na+], predict the reaction product. The product is: [CH2:29]([N:18]([CH2:16][CH3:17])[C:19]1[CH:20]=[C:21]([C:22]2[O:13][N:12]=[C:11]([C:8]3[CH:7]=[CH:6][C:5]([C:4]([OH:3])=[O:15])=[CH:10][CH:9]=3)[N:14]=2)[CH:25]=[C:26]([CH3:28])[N:27]=1)[CH3:30].